Dataset: Full USPTO retrosynthesis dataset with 1.9M reactions from patents (1976-2016). Task: Predict the reactants needed to synthesize the given product. (1) The reactants are: [OH:1][C:2]1[CH:7]=[C:6]([O:8][C:9]2[CH:14]=[CH:13][C:12]([C:15]([F:18])([F:17])[F:16])=[CH:11][N:10]=2)[CH:5]=[CH:4][C:3]=1[CH2:19][CH2:20][C:21]([O:23][CH2:24][CH3:25])=[O:22].I[CH2:27][CH2:28][CH3:29].C(=O)([O-])[O-].[K+].[K+].O. Given the product [CH2:27]([O:1][C:2]1[CH:7]=[C:6]([O:8][C:9]2[CH:14]=[CH:13][C:12]([C:15]([F:18])([F:16])[F:17])=[CH:11][N:10]=2)[CH:5]=[CH:4][C:3]=1[CH2:19][CH2:20][C:21]([O:23][CH2:24][CH3:25])=[O:22])[CH2:28][CH3:29], predict the reactants needed to synthesize it. (2) Given the product [OH:35][C:22]1[C:21]([C:20](=[O:19])[CH2:2][C:1]([N:4]2[CH2:9][CH2:8][O:7][CH2:6][CH2:5]2)=[O:3])=[CH:26][CH:25]=[CH:24][C:23]=1[O:27][S:28]([C:31]([F:34])([F:32])[F:33])(=[O:30])=[O:29], predict the reactants needed to synthesize it. The reactants are: [C:1]([N:4]1[CH2:9][CH2:8][O:7][CH2:6][CH2:5]1)(=[O:3])[CH3:2].[Li+].CC([N-]C(C)C)C.C[O:19][C:20](=O)[C:21]1[CH:26]=[CH:25][CH:24]=[C:23]([O:27][S:28]([C:31]([F:34])([F:33])[F:32])(=[O:30])=[O:29])[C:22]=1[OH:35].Cl. (3) Given the product [NH:15]1[CH2:18][CH:17]([N:19]2[CH:23]=[C:22]([C:24]3[C:25]([O:39][CH:40]4[CH2:43][CH2:44][CH2:45]4)=[C:26]4[C:31](=[CH:32][CH:33]=3)[N:30]([C:34]([O:36][CH3:37])=[O:35])[C@@H:29]([CH3:38])[CH2:28][CH2:27]4)[CH:21]=[N:20]2)[CH2:16]1, predict the reactants needed to synthesize it. The reactants are: FC(F)(F)C(O)=O.C(OC([N:15]1[CH2:18][CH:17]([N:19]2[CH:23]=[C:22]([C:24]3[C:25]([O:39][C:40]4[CH:45]=[CH:44][C:43](F)=C(Cl)C=4)=[C:26]4[C:31](=[CH:32][CH:33]=3)[N:30]([C:34]([O:36][CH3:37])=[O:35])[C@@H:29]([CH3:38])[CH2:28][CH2:27]4)[CH:21]=[N:20]2)[CH2:16]1)=O)(C)(C)C. (4) Given the product [N+:16]([C:13]1[CH:12]=[C:9]2[C:8](=[CH:15][CH:14]=1)[NH:3][N:2]=[C:10]2[NH2:11])([O-:17])=[O:1], predict the reactants needed to synthesize it. The reactants are: [OH2:1].[NH2:2][NH2:3].CCO.Cl[C:8]1[CH:15]=[CH:14][C:13]([N+:16]([O-])=[O:17])=[CH:12][C:9]=1[C:10]#[N:11].